From a dataset of Reaction yield outcomes from USPTO patents with 853,638 reactions. Predict the reaction yield, written as a fraction of the theoretical maximum amount of product (1.0 means a 100% yield; for example, 0.34 means a 34% yield). (1) The reactants are [CH3:1][O:2][C:3]1[CH:4]=[CH:5][C:6]2[N:11]=[CH:10][C:9](=[O:12])[NH:8][C:7]=2[N:13]=1.[H-].[Li+].Br[CH2:17][CH2:18][CH2:19][CH2:20][O:21][CH2:22][C:23]1[CH:28]=[CH:27][CH:26]=[CH:25][CH:24]=1.[I-].[Na+]. The catalyst is CN(C)C=O.C(OCC)(=O)C. The product is [CH2:22]([O:21][CH2:20][CH2:19][CH2:18][CH2:17][N:8]1[C:9](=[O:12])[CH:10]=[N:11][C:6]2[CH:5]=[CH:4][C:3]([O:2][CH3:1])=[N:13][C:7]1=2)[C:23]1[CH:28]=[CH:27][CH:26]=[CH:25][CH:24]=1. The yield is 0.740. (2) The reactants are [S:1]1[CH:5]=[CH:4][N:3]=[CH:2]1.C([Li])CCC.[CH3:11][O:12][C:13]1[CH:14]=[C:15]2[C:20](=[CH:21][C:22]=1[O:23][CH3:24])[N:19]=[CH:18][CH:17]=[C:16]2[O:25][C:26]1[CH:33]=[CH:32][C:31]([O:34][CH3:35])=[CH:30][C:27]=1[CH:28]=[O:29].[Cl-].[NH4+]. The catalyst is O1CCCC1. The product is [CH3:11][O:12][C:13]1[CH:14]=[C:15]2[C:20](=[CH:21][C:22]=1[O:23][CH3:24])[N:19]=[CH:18][CH:17]=[C:16]2[O:25][C:26]1[CH:33]=[CH:32][C:31]([O:34][CH3:35])=[CH:30][C:27]=1[CH:28]([C:2]1[S:1][CH:5]=[CH:4][N:3]=1)[OH:29]. The yield is 0.520. (3) The reactants are [OH-].[Na+].[NH:3]([C:10]1[N:19]([C:20]2[CH:25]=[CH:24][CH:23]=[CH:22][CH:21]=2)[C:18]2[N:17]=[C:16]([S:26][CH2:27][C:28]([O:30]CC)=[O:29])[CH:15]=[C:14]([C:33]([F:36])([F:35])[F:34])[C:13]=2[C:12](=[O:37])[CH:11]=1)[C:4]1[CH:9]=[CH:8][CH:7]=[CH:6][CH:5]=1. The catalyst is CCO. The product is [NH:3]([C:10]1[N:19]([C:20]2[CH:25]=[CH:24][CH:23]=[CH:22][CH:21]=2)[C:18]2[N:17]=[C:16]([S:26][CH2:27][C:28]([OH:30])=[O:29])[CH:15]=[C:14]([C:33]([F:36])([F:35])[F:34])[C:13]=2[C:12](=[O:37])[CH:11]=1)[C:4]1[CH:5]=[CH:6][CH:7]=[CH:8][CH:9]=1. The yield is 0.660.